Dataset: Reaction yield outcomes from USPTO patents with 853,638 reactions. Task: Predict the reaction yield, written as a fraction of the theoretical maximum amount of product (1.0 means a 100% yield; for example, 0.34 means a 34% yield). (1) The catalyst is CO.O1CCOCC1. The product is [Cl:1][C:2]1[CH:7]=[C:6]([Cl:8])[CH:5]=[CH:4][C:3]=1[S:9]([N:12]([CH3:37])[CH2:13][CH:14]([NH:43][CH3:42])[CH2:15][NH:16][C:17]([C@@H:19]([NH:24][C:25]([C:27]1[S:28][C:29]2[CH:35]=[CH:34][CH:33]=[CH:32][C:30]=2[CH:31]=1)=[O:26])[CH2:20][CH:21]([CH3:23])[CH3:22])=[O:18])(=[O:11])=[O:10]. The yield is 0.350. The reactants are [Cl:1][C:2]1[CH:7]=[C:6]([Cl:8])[CH:5]=[CH:4][C:3]=1[S:9]([N:12]([CH3:37])[CH2:13][C:14](=O)[CH2:15][NH:16][C:17]([C@@H:19]([NH:24][C:25]([C:27]1[S:28][C:29]2[CH:35]=[CH:34][CH:33]=[CH:32][C:30]=2[CH:31]=1)=[O:26])[CH2:20][CH:21]([CH3:23])[CH3:22])=[O:18])(=[O:11])=[O:10].CN.Cl.[BH3-][C:42]#[N:43].[Na+].Cl. (2) The reactants are C1(C)C(C)=CC=CC=1.[CH2:9]([NH2:16])[C:10]1[CH:15]=[CH:14][CH:13]=[CH:12][CH:11]=1.[C:17](O)(=[O:25])[C@@H:18]([C@H:20]([C:22](O)=[O:23])[OH:21])[OH:19].CO. The catalyst is CCOC(C)=O. The product is [CH2:9]([N:16]1[C:22](=[O:23])[C@H:20]([OH:21])[C@@H:18]([OH:19])[C:17]1=[O:25])[C:10]1[CH:15]=[CH:14][CH:13]=[CH:12][CH:11]=1. The yield is 0.790. (3) The reactants are [CH3:1][CH:2]([CH2:4][N:5]1[C:9]2[C:10]3[CH:11]=[CH:12][CH:13]=[CH:14][C:15]=3[N:16]=[C:17]([NH2:18])[C:8]=2[N:7]=[CH:6]1)[CH3:3].Cl.C.[NH4+].[OH-]. The catalyst is S(S([O-])=O)([O-])=O.[Na+].[Na+].O. The product is [CH2:4]([N:5]1[C:9]2[C:10]3[CH:11]=[CH:12][CH:13]=[CH:14][C:15]=3[N:16]=[C:17]([NH2:18])[C:8]=2[N:7]=[CH:6]1)[CH:2]([CH3:3])[CH3:1]. The yield is 0.805. (4) The reactants are [CH:1]([N:4]1[C:8]([C:9]2[N:18]=[C:17]3[N:11]([CH2:12][CH2:13][O:14][C:15]4[CH:22]=[C:21]([C:23]5[N:24]=[C:25]([CH2:34][C:35]([CH3:38])([OH:37])[CH3:36])[N:26](C6CCCCO6)[CH:27]=5)[CH:20]=[CH:19][C:16]=43)[CH:10]=2)=[N:7][CH:6]=[N:5]1)([CH3:3])[CH3:2].Cl.CO. The catalyst is CCO. The product is [CH:1]([N:4]1[C:8]([C:9]2[N:18]=[C:17]3[C:16]4[CH:19]=[CH:20][C:21]([C:23]5[NH:24][C:25]([CH2:34][C:35]([CH3:38])([OH:37])[CH3:36])=[N:26][CH:27]=5)=[CH:22][C:15]=4[O:14][CH2:13][CH2:12][N:11]3[CH:10]=2)=[N:7][CH:6]=[N:5]1)([CH3:3])[CH3:2]. The yield is 0.120. (5) The reactants are [S:1]1[C:5]([C:6]2[C:7]([O:36][CH3:37])=[CH:8][C:9]([O:34][CH3:35])=[C:10]([CH:12]=[CH:13][C:14]([CH:16]3[C:21](C)(C)[C:20]([O:24][CH3:25])=[C:19](C(C)(C)C)[C:18]([O:30][CH3:31])=[C:17]3O[SiH3])=[O:15])[CH:11]=2)=[CH:4][C:3]2[CH:38]=[CH:39][CH:40]=[CH:41][C:2]1=2.[F-].C([N+](CCCC)(CCCC)CCCC)CCC.[O:60]1CCCC1. No catalyst specified. The product is [S:1]1[C:5]([C:6]2[C:7]([O:36][CH3:37])=[CH:8][C:9]([O:34][CH3:35])=[C:10]([CH:12]=[CH:13][C:14]([C:16]3[CH:21]=[C:20]([O:24][CH3:25])[C:19]([OH:60])=[C:18]([O:30][CH3:31])[CH:17]=3)=[O:15])[CH:11]=2)=[CH:4][C:3]2[CH:38]=[CH:39][CH:40]=[CH:41][C:2]1=2. The yield is 0.460. (6) The reactants are [C:1]([OH:12])(=[O:11])[C:2]1[CH:10]=[CH:9][C:6]([O:7][CH3:8])=[C:4]([OH:5])[CH:3]=1.C([O-])([O-])=O.[K+].[K+].[CH2:19](Br)[C:20]1[CH:25]=[CH:24][CH:23]=[CH:22][CH:21]=1. The catalyst is CN(C=O)C.[Cl-].[Na+].O. The product is [CH2:19]([O:5][C:4]1[CH:3]=[C:2]([CH:10]=[CH:9][C:6]=1[O:7][CH3:8])[C:1]([O:12][CH2:1][C:2]1[CH:10]=[CH:9][CH:6]=[CH:4][CH:3]=1)=[O:11])[C:20]1[CH:25]=[CH:24][CH:23]=[CH:22][CH:21]=1. The yield is 0.900. (7) The reactants are [NH2:1][C:2]1[N:7]=[CH:6][N:5]=[C:4]2[N:8]([CH:12]([C:14]3[O:15][C:16]4[C:21]([C:22](=[O:30])[C:23]=3[C:24]3[CH:29]=[CH:28][CH:27]=[CH:26][CH:25]=3)=[CH:20][C:19]([F:31])=[CH:18][CH:17]=4)[CH3:13])[N:9]=[C:10](I)[C:3]=12.[CH3:32][C:33]1[C:41]2[C:36](=[CH:37][C:38](B3OC(C)(C)C(C)(C)O3)=[CH:39][CH:40]=2)[NH:35][N:34]=1.C(=O)([O-])[O-].[Na+].[Na+].ClCCl. The catalyst is CN(C=O)C.C(O)C.O. The product is [NH2:1][C:2]1[N:7]=[CH:6][N:5]=[C:4]2[N:8]([CH:12]([C:14]3[O:15][C:16]4[C:21]([C:22](=[O:30])[C:23]=3[C:24]3[CH:29]=[CH:28][CH:27]=[CH:26][CH:25]=3)=[CH:20][C:19]([F:31])=[CH:18][CH:17]=4)[CH3:13])[N:9]=[C:10]([C:38]3[CH:37]=[C:36]4[C:41]([C:33]([CH3:32])=[N:34][NH:35]4)=[CH:40][CH:39]=3)[C:3]=12. The yield is 0.150. (8) The reactants are [CH2:1]([S:3][C:4]1[C:9]([C:10]([NH:12][CH2:13][C:14]2[CH:19]=[CH:18][C:17]([F:20])=[CH:16][C:15]=2[O:21]C)=[O:11])=[C:8]([CH3:23])[CH:7]=[C:6]([N:24]2[CH2:29][CH2:28][O:27][CH2:26][CH2:25]2)[N:5]=1)[CH3:2].B(Br)(Br)Br.C([O-])(O)=O.[Na+]. The catalyst is C(Cl)Cl.CO. The product is [CH2:1]([S:3][C:4]1[C:9]([C:10]([NH:12][CH2:13][C:14]2[CH:19]=[CH:18][C:17]([F:20])=[CH:16][C:15]=2[OH:21])=[O:11])=[C:8]([CH3:23])[CH:7]=[C:6]([N:24]2[CH2:29][CH2:28][O:27][CH2:26][CH2:25]2)[N:5]=1)[CH3:2]. The yield is 0.400. (9) The yield is 0.220. The reactants are [Cl:1][C:2]1[NH:7][C:6](=[O:8])[C:5]([Cl:9])=[C:4]([Cl:10])[N:3]=1.[H-].[Na+].[CH3:13][O:14][C:15](=[O:18])[CH2:16]Br. The catalyst is CN(C=O)C.O. The product is [CH3:13][O:14][C:15](=[O:18])[CH2:16][N:7]1[C:6](=[O:8])[C:5]([Cl:9])=[C:4]([Cl:10])[N:3]=[C:2]1[Cl:1].